This data is from Reaction yield outcomes from USPTO patents with 853,638 reactions. The task is: Predict the reaction yield, written as a fraction of the theoretical maximum amount of product (1.0 means a 100% yield; for example, 0.34 means a 34% yield). (1) The reactants are [CH:1]1([N:6]2[C:14]3[C:9](=[CH:10][CH:11]=[C:12]([CH:15]([OH:17])[CH3:16])[CH:13]=3)[C:8]([CH2:18][CH3:19])=[N:7]2)[CH2:5][CH2:4][CH2:3][CH2:2]1.[Cr](Cl)([O-])(=O)=O.[NH+]1C=CC=CC=1. The catalyst is C(Cl)Cl. The product is [CH:1]1([N:6]2[C:14]3[C:9](=[CH:10][CH:11]=[C:12]([C:15](=[O:17])[CH3:16])[CH:13]=3)[C:8]([CH2:18][CH3:19])=[N:7]2)[CH2:2][CH2:3][CH2:4][CH2:5]1. The yield is 0.770. (2) The reactants are [CH:1]1([CH2:6][CH:7]([C:16]2[CH:21]=[CH:20][C:19]([N+:22]([O-])=O)=[CH:18][CH:17]=2)[C:8]([NH:10][C:11]2[S:12][CH:13]=[CH:14][N:15]=2)=[O:9])[CH2:5][CH2:4][CH2:3][CH2:2]1. The catalyst is C(OCC)(=O)C.[Pd]. The product is [NH2:22][C:19]1[CH:18]=[CH:17][C:16]([CH:7]([CH2:6][CH:1]2[CH2:5][CH2:4][CH2:3][CH2:2]2)[C:8]([NH:10][C:11]2[S:12][CH:13]=[CH:14][N:15]=2)=[O:9])=[CH:21][CH:20]=1. The yield is 0.914. (3) The reactants are [H-].[Na+].[CH3:3][NH:4][C:5]1[CH:10]=[CH:9][CH:8]=[CH:7][N:6]=1.[Cl:11][C:12]1[CH:13]=[C:14]([N+:19]([O-:21])=[O:20])[CH:15]=[CH:16][C:17]=1F. The yield is 0.170. The catalyst is CC(N(C)C)=O. The product is [Cl:11][C:12]1[CH:13]=[C:14]([N+:19]([O-:21])=[O:20])[CH:15]=[CH:16][C:17]=1[N:4]([CH3:3])[C:5]1[CH:10]=[CH:9][CH:8]=[CH:7][N:6]=1. (4) The reactants are [Br:1][C:2]1[CH:3]=[C:4]([OH:8])[CH:5]=[CH:6][CH:7]=1.N1C=CN=C1.[CH3:14][C:15]([Si:18](Cl)([CH3:20])[CH3:19])([CH3:17])[CH3:16]. The catalyst is C(Cl)Cl. The product is [Si:18]([O:8][C:4]1[CH:5]=[CH:6][CH:7]=[C:2]([Br:1])[CH:3]=1)([C:15]([CH3:17])([CH3:16])[CH3:14])([CH3:20])[CH3:19]. The yield is 0.910.